From a dataset of Catalyst prediction with 721,799 reactions and 888 catalyst types from USPTO. Predict which catalyst facilitates the given reaction. (1) Reactant: [NH:1]1[CH2:6][CH2:5][O:4][CH2:3][CH2:2]1.[Li+].CCC[CH2-].C[O:13][C:14](=O)[C:15]1[CH:20]=[CH:19][C:18]([CH2:21][S:22](=[O:36])(=[O:35])[NH:23][CH2:24][C:25]2[CH:30]=[CH:29][C:28]([O:31][CH3:32])=[CH:27][C:26]=2[O:33][CH3:34])=[CH:17][CH:16]=1.O. Product: [CH3:34][O:33][C:26]1[CH:27]=[C:28]([O:31][CH3:32])[CH:29]=[CH:30][C:25]=1[CH2:24][NH:23][S:22]([CH2:21][C:18]1[CH:19]=[CH:20][C:15]([C:14]([N:1]2[CH2:6][CH2:5][O:4][CH2:3][CH2:2]2)=[O:13])=[CH:16][CH:17]=1)(=[O:36])=[O:35]. The catalyst class is: 1. (2) Reactant: [CH3:1][N:2]1[C:6]2=[N:7][CH:8]=[C:9]([C:11]([F:14])([F:13])[F:12])[CH:10]=[C:5]2[NH:4][C:3]1=O.P(Cl)(Cl)([Cl:18])=O.C(=O)(O)[O-].[Na+]. Product: [Cl:18][C:3]1[N:2]([CH3:1])[C:6]2=[N:7][CH:8]=[C:9]([C:11]([F:14])([F:13])[F:12])[CH:10]=[C:5]2[N:4]=1. The catalyst class is: 9.